This data is from Reaction yield outcomes from USPTO patents with 853,638 reactions. The task is: Predict the reaction yield, written as a fraction of the theoretical maximum amount of product (1.0 means a 100% yield; for example, 0.34 means a 34% yield). (1) The reactants are [CH3:1][N:2]1[C:10]2[C:5](=[C:6]([CH3:11])[CH:7]=[CH:8][CH:9]=2)[CH:4]=[CH:3]1.[Li]CCCC.[C:17](=[O:19])=[O:18].O. The catalyst is CCOCC. The product is [CH3:1][N:2]1[C:10]2[C:5](=[C:6]([CH3:11])[CH:7]=[CH:8][CH:9]=2)[CH:4]=[C:3]1[C:17]([OH:19])=[O:18]. The yield is 0.264. (2) The reactants are [CH:1]1([CH2:6][CH:7]([C:16]2[CH:21]=[CH:20][C:19]([S:22][CH3:23])=[CH:18][CH:17]=2)[C:8]([NH:10][C:11]2[S:12][CH:13]=[CH:14][N:15]=2)=[O:9])[CH2:5][CH2:4][CH2:3][CH2:2]1.ClC1C=C(C=CC=1)C(OO)=[O:29]. The catalyst is C(Cl)Cl. The product is [CH:1]1([CH2:6][CH:7]([C:16]2[CH:17]=[CH:18][C:19]([S:22]([CH3:23])=[O:29])=[CH:20][CH:21]=2)[C:8]([NH:10][C:11]2[S:12][CH:13]=[CH:14][N:15]=2)=[O:9])[CH2:5][CH2:4][CH2:3][CH2:2]1. The yield is 0.320. (3) The reactants are [Cl:1][C:2]1[CH:7]=[CH:6][C:5]([O:8][CH3:9])=[CH:4][C:3]=1[C:10]1[CH:20]=[C:19]([CH3:21])[C:13]2[N:14]=[C:15]([NH2:18])[N:16]=[N:17][C:12]=2[CH:11]=1.[CH2:22]([O:29][C:30]([N:32]1[CH2:37][CH2:36][CH:35]([S:38]([C:41]2[CH:46]=[CH:45][C:44](Br)=[CH:43][CH:42]=2)(=[O:40])=[O:39])[CH2:34][CH2:33]1)=[O:31])[C:23]1[CH:28]=[CH:27][CH:26]=[CH:25][CH:24]=1.C(=O)([O-])[O-].[Cs+].[Cs+].C1(P(C2C=CC=CC=2)C2C3OC4C(=CC=CC=4P(C4C=CC=CC=4)C4C=CC=CC=4)C(C)(C)C=3C=CC=2)C=CC=CC=1. The catalyst is [Pd].[Pd].C(=CC(C=CC1C=CC=CC=1)=O)C1C=CC=CC=1.C(=CC(C=CC1C=CC=CC=1)=O)C1C=CC=CC=1.C(=CC(C=CC1C=CC=CC=1)=O)C1C=CC=CC=1. The product is [CH2:22]([O:29][C:30]([N:32]1[CH2:37][CH2:36][CH:35]([S:38]([C:41]2[CH:46]=[CH:45][C:44]([NH:18][C:15]3[N:16]=[N:17][C:12]4[CH:11]=[C:10]([C:3]5[CH:4]=[C:5]([O:8][CH3:9])[CH:6]=[CH:7][C:2]=5[Cl:1])[CH:20]=[C:19]([CH3:21])[C:13]=4[N:14]=3)=[CH:43][CH:42]=2)(=[O:39])=[O:40])[CH2:34][CH2:33]1)=[O:31])[C:23]1[CH:24]=[CH:25][CH:26]=[CH:27][CH:28]=1. The yield is 0.930. (4) The reactants are C(O)(C(F)(F)F)=O.[NH2:8][CH2:9][CH2:10][NH:11][C:12](=[O:19])[C:13]1[CH:18]=[CH:17][CH:16]=[N:15][CH:14]=1.[C:20](O)(=[O:40])[CH2:21][CH2:22][CH2:23]/[CH:24]=[CH:25]\[CH2:26]/[CH:27]=[CH:28]\[CH2:29]/[CH:30]=[CH:31]\[CH2:32]/[CH:33]=[CH:34]\[CH2:35]/[CH:36]=[CH:37]\[CH2:38][CH3:39].CN(C(ON1N=NC2C=CC=NC1=2)=[N+](C)C)C.F[P-](F)(F)(F)(F)F.CCN(C(C)C)C(C)C. The catalyst is CC#N.CCOC(C)=O. The product is [C:20]([NH:8][CH2:9][CH2:10][NH:11][C:12](=[O:19])[C:13]1[CH:18]=[CH:17][CH:16]=[N:15][CH:14]=1)(=[O:40])[CH2:21][CH2:22][CH2:23]/[CH:24]=[CH:25]\[CH2:26]/[CH:27]=[CH:28]\[CH2:29]/[CH:30]=[CH:31]\[CH2:32]/[CH:33]=[CH:34]\[CH2:35]/[CH:36]=[CH:37]\[CH2:38][CH3:39]. The yield is 0.620. (5) The reactants are C1(C(C2C=CC=CC=2)[N:8]2[CH2:11][CH:10]([N:12]3[CH2:17][CH2:16][CH:15]([C:18]([N:20]([CH3:22])[CH3:21])=[O:19])[CH2:14][CH2:13]3)[CH2:9]2)C=CC=CC=1.C(O)(=O)C. The catalyst is CO.[OH-].[OH-].[Pd+2]. The product is [NH:8]1[CH2:11][CH:10]([N:12]2[CH2:17][CH2:16][CH:15]([C:18]([N:20]([CH3:22])[CH3:21])=[O:19])[CH2:14][CH2:13]2)[CH2:9]1. The yield is 0.530. (6) The reactants are [CH3:1][C:2]1[CH:3]=[N:4][CH:5]=[C:6]([C:8]#[C:9][Si](C)(C)C)[CH:7]=1.C([O-])([O-])=O.[K+].[K+]. The catalyst is CO. The product is [C:8]([C:6]1[CH:5]=[N:4][CH:3]=[C:2]([CH3:1])[CH:7]=1)#[CH:9]. The yield is 0.450.